Dataset: Reaction yield outcomes from USPTO patents with 853,638 reactions. Task: Predict the reaction yield, written as a fraction of the theoretical maximum amount of product (1.0 means a 100% yield; for example, 0.34 means a 34% yield). (1) The reactants are [C:1]1([C:7]2[CH:12]=[CH:11][CH:10]=[CH:9][C:8]=2[C:13]2[CH:18]=[CH:17][C:16]([C:19]3(O)[C:32]4[CH:31]=[CH:30][CH:29]=[CH:28][C:27]=4[C:26]([C:34]4[CH:39]=[CH:38][C:37]([C:40]5[CH:45]=[CH:44][CH:43]=[CH:42][C:41]=5[C:46]5[CH:51]=[CH:50][CH:49]=[CH:48][CH:47]=5)=[CH:36][CH:35]=4)(O)[C:25]4[C:20]3=[CH:21][CH:22]=[CH:23][CH:24]=4)=[CH:15][CH:14]=2)[CH:6]=[CH:5][CH:4]=[CH:3][CH:2]=1.I.[PH2](O)=O. The catalyst is C(O)(=O)C. The product is [C:46]1([C:41]2[CH:42]=[CH:43][CH:44]=[CH:45][C:40]=2[C:37]2[CH:36]=[CH:35][C:34]([C:26]3[C:25]4[C:20]([C:19]([C:16]5[CH:15]=[CH:14][C:13]([C:8]6[CH:9]=[CH:10][CH:11]=[CH:12][C:7]=6[C:1]6[CH:6]=[CH:5][CH:4]=[CH:3][CH:2]=6)=[CH:18][CH:17]=5)=[C:32]5[C:27]=3[CH:28]=[CH:29][CH:30]=[CH:31]5)=[CH:21][CH:22]=[CH:23][CH:24]=4)=[CH:39][CH:38]=2)[CH:47]=[CH:48][CH:49]=[CH:50][CH:51]=1. The yield is 0.880. (2) The reactants are [CH2:1]([CH:3]([N:6]1[C:11](=[O:12])[CH2:10][C:9](=[O:13])[N:8]([CH:14]([CH2:17][CH3:18])[CH2:15][CH3:16])[C:7]1=[O:19])[CH2:4][CH3:5])[CH3:2].C(N(C(C)C)CC)(C)C.[N:29]([CH2:32][C:33]([O:35]CC)=[O:34])=[C:30]=[O:31]. The catalyst is ClCCl. The product is [CH2:17]([CH:14]([N:8]1[C:9]([OH:13])=[C:10]([C:30]([NH:29][CH2:32][C:33]([OH:35])=[O:34])=[O:31])[C:11](=[O:12])[N:6]([CH:3]([CH2:4][CH3:5])[CH2:1][CH3:2])[C:7]1=[O:19])[CH2:15][CH3:16])[CH3:18]. The yield is 0.400. (3) The reactants are C([O:8][N:9]1[C:15](=[O:16])[N:14]2[CH2:17][C@H:10]1[CH2:11][CH2:12][C@H:13]2[C:18]([NH:20][O:21][C@H:22]1[CH2:27][CH2:26][CH2:25][N:24]([C:28]([O:30][C:31]([CH3:34])([CH3:33])[CH3:32])=[O:29])[CH2:23]1)=[O:19])C1C=CC=CC=1.[H][H]. The product is [OH:8][N:9]1[C:15](=[O:16])[N:14]2[CH2:17][C@H:10]1[CH2:11][CH2:12][C@H:13]2[C:18]([NH:20][O:21][C@H:22]1[CH2:27][CH2:26][CH2:25][N:24]([C:28]([O:30][C:31]([CH3:34])([CH3:33])[CH3:32])=[O:29])[CH2:23]1)=[O:19]. The catalyst is CO.[Pd]. The yield is 0.970. (4) The reactants are [C:1]([O:5][C:6]([NH:8][C@@H:9]1[CH2:14][CH2:13][CH2:12][CH2:11][C@@H:10]1[C:15]([OH:17])=O)=[O:7])([CH3:4])([CH3:3])[CH3:2].C([N:20]([CH2:23][CH3:24])[CH2:21][CH3:22])C.CCOC(OC(O[CH2:34][CH3:35])=O)=O.C(=O)([O-])O.[Na+].[CH3:41][N:42]([CH:44]=O)C. No catalyst specified. The product is [C:9]1([C@H:41]2[C@H:22]3[CH2:24][CH2:23][N:20]([C:15]([C@H:10]4[CH2:11][CH2:12][CH2:13][CH2:14][C@H:9]4[NH:8][C:6](=[O:7])[O:5][C:1]([CH3:2])([CH3:3])[CH3:4])=[O:17])[C@H:21]3[C:35]3[CH:34]=[CH:3][CH:1]=[CH:2][C:44]=3[NH:42]2)[CH:14]=[CH:13][CH:12]=[CH:11][CH:10]=1. The yield is 0.500.